The task is: Predict the reaction yield, written as a fraction of the theoretical maximum amount of product (1.0 means a 100% yield; for example, 0.34 means a 34% yield).. This data is from Reaction yield outcomes from USPTO patents with 853,638 reactions. The reactants are Br[CH2:2][CH3:3].[C:4]([O:8][C:9](=[O:30])[NH:10][CH2:11][CH2:12][CH2:13][NH:14][CH2:15][C:16]1[C:17]2[C:22]([CH:23]=[C:24]3[C:29]=1[CH:28]=[CH:27][CH:26]=[CH:25]3)=[CH:21][CH:20]=[CH:19][CH:18]=2)([CH3:7])([CH3:6])[CH3:5].C([O-])([O-])=O.[K+].[K+]. The catalyst is C(#N)C. The product is [C:4]([O:8][C:9](=[O:30])[NH:10][CH2:11][CH2:12][CH2:13][N:14]([CH2:15][C:16]1[C:17]2[C:22]([CH:23]=[C:24]3[C:29]=1[CH:28]=[CH:27][CH:26]=[CH:25]3)=[CH:21][CH:20]=[CH:19][CH:18]=2)[CH2:2][CH3:3])([CH3:7])([CH3:5])[CH3:6]. The yield is 0.800.